From a dataset of Forward reaction prediction with 1.9M reactions from USPTO patents (1976-2016). Predict the product of the given reaction. Given the reactants S(Cl)([Cl:3])=O.[C:5]([C:8]1[C:16]2[C:11](=[CH:12][CH:13]=[C:14]([Cl:17])[CH:15]=2)[N:10]([C:18]2[C:27]3[C:22](=[CH:23][CH:24]=[CH:25][CH:26]=3)[N:21]=[CH:20][CH:19]=2)[CH:9]=1)([OH:7])=O, predict the reaction product. The product is: [ClH:3].[Cl:17][C:14]1[CH:15]=[C:16]2[C:11](=[CH:12][CH:13]=1)[N:10]([C:18]1[C:27]3[C:22](=[CH:23][CH:24]=[CH:25][CH:26]=3)[N:21]=[CH:20][CH:19]=1)[CH:9]=[C:8]2[C:5]([Cl:3])=[O:7].